This data is from Catalyst prediction with 721,799 reactions and 888 catalyst types from USPTO. The task is: Predict which catalyst facilitates the given reaction. (1) Reactant: S1C=CC=C1.BrBr.I(O)(=O)(=O)=O.Br[C:14]1[C:18]2[N:19]=[C:20](Cl)[N:21]=[CH:22][C:17]=2[S:16][CH:15]=1. Product: [N:19]1[C:18]2[CH:14]=[CH:15][S:16][C:17]=2[CH:22]=[N:21][CH:20]=1. The catalyst class is: 115. (2) Reactant: [O:1]1[C:5]2[CH:6]=[CH:7][CH:8]=[C:9]([O:10][C:11]3[CH:16]=[CH:15][C:14]([NH2:17])=[CH:13][C:12]=3[F:18])[C:4]=2[CH:3]=[CH:2]1.Cl[C:20]1[CH:25]=[C:24]([C:26]2[CH:31]=[CH:30][N:29]=[CH:28][CH:27]=2)[N:23]=[C:22]([NH2:32])[N:21]=1.Cl.[OH-].[Na+]. Product: [NH2:32][C:22]1[N:21]=[C:20]([NH:17][C:14]2[CH:15]=[CH:16][C:11]([O:10][C:9]3[C:4]4[CH:3]=[CH:2][O:1][C:5]=4[CH:6]=[CH:7][CH:8]=3)=[C:12]([F:18])[CH:13]=2)[CH:25]=[C:24]([C:26]2[CH:31]=[CH:30][N:29]=[CH:28][CH:27]=2)[N:23]=1. The catalyst class is: 6. (3) Reactant: [F:1][C:2]1[CH:15]=[CH:14][C:5]([CH2:6][N:7]2[CH2:12][CH2:11][CH:10]=[CH:9][C:8]2=[O:13])=[CH:4][CH:3]=1.C[O:17][C:18]1O[C:21]([C:23]([O:25][CH3:26])=[O:24])=[N:20][CH:19]=1.Cl. Product: [F:1][C:2]1[CH:3]=[CH:4][C:5]([CH2:6][N:7]2[CH2:12][CH2:11][C:10]3[C:21]([C:23]([O:25][CH3:26])=[O:24])=[N:20][CH:19]=[C:18]([OH:17])[C:9]=3[C:8]2=[O:13])=[CH:14][CH:15]=1. The catalyst class is: 5. (4) Reactant: N.F[C:3](F)(F)[C:4]([NH:6][CH2:7][CH2:8][CH2:9][N:10]([CH3:28])[CH2:11][CH2:12][CH2:13][NH:14][C:15]1[N:16]=[N+:17]([O-:27])[C:18]2[CH:25]=[CH:24][C:23]([CH3:26])=[CH:22][C:19]=2[N+:20]=1[O-:21])=[O:5].N1(C(C2[C:51]3[C:42](=[CH:43][C:44]4[C:49]([N:50]=3)=[CH:48][CH:47]=[CH:46][CH:45]=4)[CH:41]=[CH:40][CH:39]=2)=O)C=CN=C1. Product: [CH3:28][N:10]([CH2:11][CH2:12][CH2:13][NH:14][C:15]1[N:16]=[N+:17]([O-:27])[C:18]2[CH:25]=[CH:24][C:23]([CH3:26])=[CH:22][C:19]=2[N+:20]=1[O-:21])[CH2:9][CH2:8][CH2:7][NH:6][C:4]([C:3]1[C:51]2[C:42](=[CH:43][C:44]3[C:49]([N:50]=2)=[CH:48][CH:47]=[CH:46][CH:45]=3)[CH:41]=[CH:40][CH:39]=1)=[O:5]. The catalyst class is: 5. (5) Reactant: Br[C:2](Br)=[CH:3][C:4]1[C:12]([O:13][CH3:14])=[CH:11][C:10]([CH3:15])=[C:9]2[C:5]=1[CH:6]=[CH:7][N:8]2[C:16]([O:18][C:19]([CH3:22])([CH3:21])[CH3:20])=[O:17].[NH2:24][C:25]1[CH:26]=[C:27]([CH:30]=[CH:31][C:32]=1[OH:33])[C:28]#[N:29].C1N2CCN(CC2)C1. The catalyst class is: 37. Product: [C:28]([C:27]1[CH:30]=[CH:31][C:32]2[O:33][C:2]([CH2:3][C:4]3[C:12]([O:13][CH3:14])=[CH:11][C:10]([CH3:15])=[C:9]4[C:5]=3[CH:6]=[CH:7][N:8]4[C:16]([O:18][C:19]([CH3:22])([CH3:21])[CH3:20])=[O:17])=[N:24][C:25]=2[CH:26]=1)#[N:29]. (6) Reactant: [BH4-].[Na+].C[O:4][C:5](=O)[C:6]([NH2:17])([C:8]1[CH:13]=[C:12]([Br:14])[C:11]([F:15])=[CH:10][C:9]=1[F:16])[CH3:7]. Product: [NH2:17][C:6]([C:8]1[CH:13]=[C:12]([Br:14])[C:11]([F:15])=[CH:10][C:9]=1[F:16])([CH3:7])[CH2:5][OH:4]. The catalyst class is: 8.